Dataset: Full USPTO retrosynthesis dataset with 1.9M reactions from patents (1976-2016). Task: Predict the reactants needed to synthesize the given product. (1) Given the product [CH2:51]([O:53][C:54](=[O:60])[CH2:55][CH2:56][NH:57][C:58]([NH:45][C:43]1[S:44][C:40]([C:37]2[CH:38]=[CH:39][C:34]([S:31]([CH3:30])(=[O:32])=[O:33])=[C:35]([C:47]([F:50])([F:49])[F:48])[CH:36]=2)=[C:41]([CH3:46])[N:42]=1)=[O:59])[CH3:52], predict the reactants needed to synthesize it. The reactants are: C(OC(=O)CCCNC(NC1SC(C2C=CC(S(C)(=O)=O)=C(F)C=2)=C(C)N=1)=O)C.[CH3:30][S:31]([C:34]1[CH:39]=[CH:38][C:37]([C:40]2[S:44][C:43]([NH2:45])=[N:42][C:41]=2[CH3:46])=[CH:36][C:35]=1[C:47]([F:50])([F:49])[F:48])(=[O:33])=[O:32].[CH2:51]([O:53][C:54](=[O:60])[CH2:55][CH2:56][N:57]=[C:58]=[O:59])[CH3:52]. (2) Given the product [ClH:1].[Cl:1][C:2]1[CH:3]=[C:4]([CH:9]2[CH2:13][C:12]3([CH2:18][CH2:17][NH:16][CH2:15][CH2:14]3)[O:11][CH2:10]2)[CH:5]=[CH:6][C:7]=1[Cl:8], predict the reactants needed to synthesize it. The reactants are: [Cl:1][C:2]1[CH:3]=[C:4]([CH:9]2[CH2:13][C:12]3([CH2:18][CH2:17][N:16](C(OC(C)(C)C)=O)[CH2:15][CH2:14]3)[O:11][CH2:10]2)[CH:5]=[CH:6][C:7]=1[Cl:8].Cl.O1CCOCC1. (3) Given the product [CH3:15][O:14][C:10]1[CH:9]=[C:8]([C:7]2[C:2]([N:31]3[CH2:30][CH2:29][N:28]([C:34]([O:36][C:37]([CH3:40])([CH3:39])[CH3:38])=[O:35])[CH2:33][CH2:32]3)=[C:3]3[CH:18]=[CH:17][N:16]([S:19]([C:22]4[CH:27]=[CH:26][CH:25]=[CH:24][CH:23]=4)(=[O:21])=[O:20])[C:4]3=[N:5][CH:6]=2)[CH:13]=[CH:12][CH:11]=1, predict the reactants needed to synthesize it. The reactants are: Cl[C:2]1[C:7]([C:8]2[CH:13]=[CH:12][CH:11]=[C:10]([O:14][CH3:15])[CH:9]=2)=[CH:6][N:5]=[C:4]2[N:16]([S:19]([C:22]3[CH:27]=[CH:26][CH:25]=[CH:24][CH:23]=3)(=[O:21])=[O:20])[CH:17]=[CH:18][C:3]=12.[N:28]1([C:34]([O:36][C:37]([CH3:40])([CH3:39])[CH3:38])=[O:35])[CH2:33][CH2:32][NH:31][CH2:30][CH2:29]1.CC1(C)C2C(=C(P(C3C=CC=CC=3)C3C=CC=CC=3)C=CC=2)OC2C(P(C3C=CC=CC=3)C3C=CC=CC=3)=CC=CC1=2.C([O-])([O-])=O.[Cs+].[Cs+]. (4) Given the product [CH3:1][N:2]([CH3:21])[C:3](=[O:20])[CH2:4][N:5]([CH3:19])[C:6]([C:8]1[S:9][C:10]2[N:11]=[CH:12][N:13]=[C:36]([S:37]([CH3:39])(=[O:33])=[O:38])[C:15]=2[N:16]=1)=[O:7], predict the reactants needed to synthesize it. The reactants are: [CH3:1][N:2]([CH3:21])[C:3](=[O:20])[CH2:4][N:5]([CH3:19])[C:6]([C:8]1[S:9][C:10]2[N:11]=[CH:12][N:13]=C(SC)[C:15]=2[N:16]=1)=[O:7].ClCCl.ClC1C=C(C(OO)=[O:33])C=CC=1.[CH3:36][S:37]([CH3:39])=[O:38]. (5) Given the product [Br:20][C:16]1[C:17]([CH3:19])=[CH:18][C:13]([C:27]2[CH2:28][CH2:29][O:24][CH2:25][CH:26]=2)=[CH:14][C:15]=1[CH3:21], predict the reactants needed to synthesize it. The reactants are: C(=O)([O-])[O-].[K+].[K+].FC(F)(F)S(O[C:13]1[CH:18]=[C:17]([CH3:19])[C:16]([Br:20])=[C:15]([CH3:21])[CH:14]=1)(=O)=O.[O:24]1[CH2:29][CH:28]=[C:27](B2OC(C)(C)C(C)(C)O2)[CH2:26][CH2:25]1. (6) Given the product [F:1][C:2]1[CH:7]=[CH:6][C:5]([C:8]2[C:33]([C:34]([O:36][CH3:37])=[O:35])=[C:11]3[CH:12]=[C:13]([C:24]4[CH:32]=[CH:31][CH:30]=[C:26]([C:27](=[O:29])[NH:49][C:46]5([C:41]6[CH:42]=[CH:43][CH:44]=[CH:45][N:40]=6)[CH2:48][CH2:47]5)[CH:25]=4)[C:14]([N:16]([CH2:21][CH2:22][OH:23])[S:17]([CH3:20])(=[O:19])=[O:18])=[CH:15][N:10]3[N:9]=2)=[CH:4][CH:3]=1, predict the reactants needed to synthesize it. The reactants are: [F:1][C:2]1[CH:7]=[CH:6][C:5]([C:8]2[C:33]([C:34]([O:36][CH3:37])=[O:35])=[C:11]3[CH:12]=[C:13]([C:24]4[CH:25]=[C:26]([CH:30]=[CH:31][CH:32]=4)[C:27]([OH:29])=O)[C:14]([N:16]([CH2:21][CH2:22][OH:23])[S:17]([CH3:20])(=[O:19])=[O:18])=[CH:15][N:10]3[N:9]=2)=[CH:4][CH:3]=1.Cl.Cl.[N:40]1[CH:45]=[CH:44][CH:43]=[CH:42][C:41]=1[C:46]1([NH2:49])[CH2:48][CH2:47]1.